This data is from NCI-60 drug combinations with 297,098 pairs across 59 cell lines. The task is: Regression. Given two drug SMILES strings and cell line genomic features, predict the synergy score measuring deviation from expected non-interaction effect. (1) Drug 1: C1CCC(CC1)NC(=O)N(CCCl)N=O. Drug 2: CC(C)NC(=O)C1=CC=C(C=C1)CNNC.Cl. Cell line: HCT-15. Synergy scores: CSS=33.4, Synergy_ZIP=8.45, Synergy_Bliss=8.06, Synergy_Loewe=3.03, Synergy_HSA=4.51. (2) Drug 1: CN(CC1=CN=C2C(=N1)C(=NC(=N2)N)N)C3=CC=C(C=C3)C(=O)NC(CCC(=O)O)C(=O)O. Drug 2: CC1=C(C(CCC1)(C)C)C=CC(=CC=CC(=CC(=O)O)C)C. Cell line: SF-268. Synergy scores: CSS=12.1, Synergy_ZIP=-6.47, Synergy_Bliss=-12.6, Synergy_Loewe=-16.4, Synergy_HSA=-14.3. (3) Drug 1: CC1=C(C(CCC1)(C)C)C=CC(=CC=CC(=CC(=O)O)C)C. Drug 2: CC1CCC2CC(C(=CC=CC=CC(CC(C(=O)C(C(C(=CC(C(=O)CC(OC(=O)C3CCCCN3C(=O)C(=O)C1(O2)O)C(C)CC4CCC(C(C4)OC)OCCO)C)C)O)OC)C)C)C)OC. Cell line: EKVX. Synergy scores: CSS=5.22, Synergy_ZIP=-2.05, Synergy_Bliss=2.95, Synergy_Loewe=-2.05, Synergy_HSA=-1.15. (4) Synergy scores: CSS=13.2, Synergy_ZIP=-5.64, Synergy_Bliss=0.498, Synergy_Loewe=-0.209, Synergy_HSA=0.749. Drug 1: CC(CN1CC(=O)NC(=O)C1)N2CC(=O)NC(=O)C2. Drug 2: CN(C(=O)NC(C=O)C(C(C(CO)O)O)O)N=O. Cell line: SF-268. (5) Drug 1: C1=NC2=C(N1)C(=S)N=C(N2)N. Drug 2: C1=CN(C=N1)CC(O)(P(=O)(O)O)P(=O)(O)O. Cell line: COLO 205. Synergy scores: CSS=18.0, Synergy_ZIP=-3.45, Synergy_Bliss=-1.96, Synergy_Loewe=-22.7, Synergy_HSA=-3.89.